Dataset: NCI-60 drug combinations with 297,098 pairs across 59 cell lines. Task: Regression. Given two drug SMILES strings and cell line genomic features, predict the synergy score measuring deviation from expected non-interaction effect. (1) Drug 2: CC=C1C(=O)NC(C(=O)OC2CC(=O)NC(C(=O)NC(CSSCCC=C2)C(=O)N1)C(C)C)C(C)C. Cell line: ACHN. Drug 1: C1CC(=O)NC(=O)C1N2CC3=C(C2=O)C=CC=C3N. Synergy scores: CSS=6.11, Synergy_ZIP=2.53, Synergy_Bliss=-1.19, Synergy_Loewe=-10.1, Synergy_HSA=-0.397. (2) Drug 1: CN1CCC(CC1)COC2=C(C=C3C(=C2)N=CN=C3NC4=C(C=C(C=C4)Br)F)OC. Drug 2: CCC1(C2=C(COC1=O)C(=O)N3CC4=CC5=C(C=CC(=C5CN(C)C)O)N=C4C3=C2)O.Cl. Cell line: COLO 205. Synergy scores: CSS=22.0, Synergy_ZIP=4.98, Synergy_Bliss=9.10, Synergy_Loewe=-34.6, Synergy_HSA=2.93. (3) Drug 1: CS(=O)(=O)CCNCC1=CC=C(O1)C2=CC3=C(C=C2)N=CN=C3NC4=CC(=C(C=C4)OCC5=CC(=CC=C5)F)Cl. Drug 2: C(CC(=O)O)C(=O)CN.Cl. Cell line: SF-268. Synergy scores: CSS=12.7, Synergy_ZIP=-5.78, Synergy_Bliss=4.41, Synergy_Loewe=-0.264, Synergy_HSA=2.65. (4) Drug 1: CC1=C(C=C(C=C1)C(=O)NC2=CC(=CC(=C2)C(F)(F)F)N3C=C(N=C3)C)NC4=NC=CC(=N4)C5=CN=CC=C5. Drug 2: CCCCCOC(=O)NC1=NC(=O)N(C=C1F)C2C(C(C(O2)C)O)O. Cell line: CCRF-CEM. Synergy scores: CSS=-13.6, Synergy_ZIP=6.15, Synergy_Bliss=-3.52, Synergy_Loewe=-20.8, Synergy_HSA=-20.0.